From a dataset of Catalyst prediction with 721,799 reactions and 888 catalyst types from USPTO. Predict which catalyst facilitates the given reaction. Product: [ClH:22].[F:21][C:18]([F:19])([F:20])[C:13]1[CH:12]=[CH:11][C:10]2[CH2:9][NH:8][CH2:17][CH2:16][C:15]=2[N:14]=1. Reactant: C([N:8]1[CH2:17][CH2:16][C:15]2[N:14]=[C:13]([C:18]([F:21])([F:20])[F:19])[CH:12]=[CH:11][C:10]=2[CH2:9]1)C1C=CC=CC=1.[Cl:22]C(OC(Cl)C)=O. The catalyst class is: 28.